Dataset: TCR-epitope binding with 47,182 pairs between 192 epitopes and 23,139 TCRs. Task: Binary Classification. Given a T-cell receptor sequence (or CDR3 region) and an epitope sequence, predict whether binding occurs between them. (1) The epitope is FLASKIGRLV. The TCR CDR3 sequence is CASSLGPDSPLHF. Result: 0 (the TCR does not bind to the epitope). (2) The epitope is ELAGIGILTV. The TCR CDR3 sequence is CATSDDLQETQYF. Result: 1 (the TCR binds to the epitope). (3) The epitope is IQYIDIGNY. The TCR CDR3 sequence is CASSQGYGGLTYEQYF. Result: 1 (the TCR binds to the epitope). (4) The epitope is DPFRLLQNSQVFS. The TCR CDR3 sequence is CASSQYRGTEAFF. Result: 0 (the TCR does not bind to the epitope). (5) The epitope is GTSGSPIINR. The TCR CDR3 sequence is CASSVTGEPYEQYF. Result: 1 (the TCR binds to the epitope). (6) The epitope is QYDPVAALF. The TCR CDR3 sequence is CASSSIQGAAGELFF. Result: 1 (the TCR binds to the epitope). (7) The epitope is ALLADKFPV. The TCR CDR3 sequence is CASSPDRLARNEQFF. Result: 0 (the TCR does not bind to the epitope). (8) The epitope is TPINLVRDL. The TCR CDR3 sequence is CASSLGGEQYF. Result: 0 (the TCR does not bind to the epitope).